The task is: Predict the reaction yield, written as a fraction of the theoretical maximum amount of product (1.0 means a 100% yield; for example, 0.34 means a 34% yield).. This data is from Reaction yield outcomes from USPTO patents with 853,638 reactions. (1) The product is [CH2:23]([C:21]1[S:20][C:18]2[N:19]=[C:14]([C:12]([N:8]3[CH2:9][CH2:10][CH2:11][CH:6]([C:4]([OH:5])=[O:3])[CH2:7]3)=[O:13])[N:15]=[C:16]([N:26]3[CH2:31][CH2:30][N:29]4[C:32]([C:35]([F:37])([F:36])[F:38])=[N:33][N:34]=[C:28]4[CH2:27]3)[C:17]=2[CH:22]=1)[CH2:24][CH3:25]. The yield is 0.570. The catalyst is O1CCCC1.O. The reactants are C([O:3][C:4]([CH:6]1[CH2:11][CH2:10][CH2:9][N:8]([C:12]([C:14]2[N:15]=[C:16]([N:26]3[CH2:31][CH2:30][N:29]4[C:32]([C:35]([F:38])([F:37])[F:36])=[N:33][N:34]=[C:28]4[CH2:27]3)[C:17]3[CH:22]=[C:21]([CH2:23][CH2:24][CH3:25])[S:20][C:18]=3[N:19]=2)=[O:13])[CH2:7]1)=[O:5])C.CO.[OH-].[Li+].Cl. (2) The reactants are [CH3:1][N:2]([CH3:6])[CH2:3][CH2:4][NH2:5].[O:7]([CH2:26][CH2:27][NH:28][C:29]([C:31]1[S:32][C:33]2[C:39](=[O:40])[CH:38]=[C:37](OC)[C:36](=[O:43])[C:34]=2[N:35]=1)=[O:30])[CH2:8][CH2:9][NH:10][C:11]([C:13]1[S:14][C:15]2[C:21](=[O:22])[CH:20]=[C:19](OC)[C:18](=[O:25])[C:16]=2[N:17]=1)=[O:12].CO. The catalyst is C(O)C.ClCCl. The product is [O:7]([CH2:8][CH2:9][NH:10][C:11]([C:13]1[S:14][C:15]2[C:21](=[O:22])[CH:20]=[C:19]([NH:5][CH2:4][CH2:3][N:2]([CH3:6])[CH3:1])[C:18](=[O:25])[C:16]=2[N:17]=1)=[O:12])[CH2:26][CH2:27][NH:28][C:29]([C:31]1[S:32][C:33]2[C:39](=[O:40])[CH:38]=[C:37]([NH:5][CH2:4][CH2:3][N:2]([CH3:6])[CH3:1])[C:36](=[O:43])[C:34]=2[N:35]=1)=[O:30]. The yield is 0.0500.